From a dataset of TCR-epitope binding with 47,182 pairs between 192 epitopes and 23,139 TCRs. Binary Classification. Given a T-cell receptor sequence (or CDR3 region) and an epitope sequence, predict whether binding occurs between them. (1) The epitope is TSDLATNNLVVMAY. The TCR CDR3 sequence is CASSQPLWDRANTGELFF. Result: 0 (the TCR does not bind to the epitope). (2) The epitope is YSEHPTFTSQY. The TCR CDR3 sequence is CAISGTGGTDTQYF. Result: 0 (the TCR does not bind to the epitope). (3) The epitope is KLNVGDYFV. The TCR CDR3 sequence is CASEGYEQYF. Result: 0 (the TCR does not bind to the epitope). (4) The epitope is YIFFASFYY. The TCR CDR3 sequence is CASSQVIGNSPLHF. Result: 0 (the TCR does not bind to the epitope). (5) The epitope is MPASWVMRI. The TCR CDR3 sequence is CASSESQGNTEAFF. Result: 0 (the TCR does not bind to the epitope). (6) The epitope is KPLEFGATSAAL. The TCR CDR3 sequence is CASTKGTGPHEQYF. Result: 1 (the TCR binds to the epitope). (7) The epitope is SEVGPEHSLAEY. The TCR CDR3 sequence is CASSQEVAGFMKQFF. Result: 1 (the TCR binds to the epitope).